From a dataset of Reaction yield outcomes from USPTO patents with 853,638 reactions. Predict the reaction yield, written as a fraction of the theoretical maximum amount of product (1.0 means a 100% yield; for example, 0.34 means a 34% yield). (1) The reactants are [N+:1]([C:4]1[CH:5]=[N:6][C:7](SC)=[CH:8][CH:9]=1)([O-:3])=[O:2].[S:12](=[O:16])(=O)(O)[OH:13].[Mn]([O-])(=O)(=O)=O.[K+].[CH3:23]C(C)=O. No catalyst specified. The product is [N+:1]([C:4]1[CH:5]=[N:6][C:7]([S:12]([CH3:23])(=[O:16])=[O:13])=[CH:8][CH:9]=1)([O-:3])=[O:2]. The yield is 0.700. (2) The reactants are [CH:14]1[CH:19]=[CH:18][C:17](P([C:14]2[CH:19]=[CH:18][CH:17]=[CH:16][CH:15]=2)[C:14]2[CH:19]=[CH:18][CH:17]=[CH:16][CH:15]=2)=[CH:16][CH:15]=1.N(C(OCC)=O)=NC(O[CH2:25][CH3:26])=O.[I:32][C:33]1[CH:38]=[CH:37][C:36]([OH:39])=[C:35]([CH3:40])[CH:34]=1. The catalyst is C1COCC1. The product is [I:32][C:33]1[CH:38]=[CH:37][C:36]([O:39][C@@H:25]([C:14]2[CH:15]=[CH:16][CH:17]=[CH:18][CH:19]=2)[CH3:26])=[C:35]([CH3:40])[CH:34]=1. The yield is 0.500. (3) The yield is 0.330. The reactants are [Cl:1][C:2]1[N:3]=[C:4]([C:9]([NH:11][C@H:12]2[CH2:17][CH2:16][N:15]([C:18](OC(C)(C)C)=O)[CH2:14][C@H:13]2[NH:25][CH:26]([CH3:28])[CH3:27])=[O:10])[NH:5][C:6]=1[CH2:7][CH3:8].Cl.O1CCOCC1.BrC1[S:38][C:39]2[C:45]([C:46]([O:48][CH2:49][CH3:50])=[O:47])=[CH:44][CH:43]=[CH:42][C:40]=2[N:41]=1.C(=O)([O-])[O-].[Na+].[Na+]. No catalyst specified. The product is [Cl:1][C:2]1[N:3]=[C:4]([C:9]([NH:11][C@H:12]2[CH2:17][CH2:16][N:15]([C:18]3[S:38][C:39]4[C:45]([C:46]([O:48][CH2:49][CH3:50])=[O:47])=[CH:44][CH:43]=[CH:42][C:40]=4[N:41]=3)[CH2:14][C@H:13]2[NH:25][CH:26]([CH3:27])[CH3:28])=[O:10])[NH:5][C:6]=1[CH2:7][CH3:8]. (4) The reactants are [CH3:1][O:2][C:3]1[CH:4]=[C:5]([CH2:9][CH2:10][NH:11][C:12]([CH:14]2[CH2:19][CH2:18][CH2:17][CH2:16][CH2:15]2)=O)[CH:6]=[CH:7][CH:8]=1.O=P(Cl)(Cl)Cl. No catalyst specified. The product is [CH:14]1([C:12]2[C:6]3[C:5](=[CH:4][C:3]([O:2][CH3:1])=[CH:8][CH:7]=3)[CH2:9][CH2:10][N:11]=2)[CH2:19][CH2:18][CH2:17][CH2:16][CH2:15]1. The yield is 0.930. (5) The yield is 0.580. The reactants are C([O:4][C@@:5]1([CH2:36][CH3:37])[C:33]2[CH:32]=[C:31]3[N:11]([CH2:12][C:13]4[C:14]3=[N:15][C:16]3[C:17]5[C:18]=4[N:19]([CH2:27][CH2:28][CH2:29][CH3:30])[C:20](=[O:26])[NH:21][C:22]=5[CH:23]=[CH:24][CH:25]=3)[C:10](=[O:34])[C:9]=2[CH2:8][O:7][C:6]1=[O:35])(=O)C.NN.Cl. The catalyst is CO. The product is [CH2:27]([N:19]1[C:18]2=[C:13]3[CH2:12][N:11]4[C:31](=[CH:32][C:33]5[C@:5]([CH2:36][CH3:37])([OH:4])[C:6](=[O:35])[O:7][CH2:8][C:9]=5[C:10]4=[O:34])[C:14]3=[N:15][C:16]3[C:17]2=[C:22]([CH:23]=[CH:24][CH:25]=3)[NH:21][C:20]1=[O:26])[CH2:28][CH2:29][CH3:30].